This data is from Reaction yield outcomes from USPTO patents with 853,638 reactions. The task is: Predict the reaction yield, written as a fraction of the theoretical maximum amount of product (1.0 means a 100% yield; for example, 0.34 means a 34% yield). (1) The reactants are [Cl:1][C:2]1[CH:3]=[C:4]([CH:8]([C:20]2([OH:26])[CH2:25][CH2:24][CH2:23][CH2:22][CH2:21]2)[C:9]([N:11]2[CH2:16][CH2:15][N:14](C([O-])=O)[CH2:13][CH2:12]2)=O)[CH:5]=[CH:6][CH:7]=1.B.Cl.CO. The catalyst is O1CCCC1. The product is [Cl:1][C:2]1[CH:3]=[C:4]([CH:8]([C:20]2([OH:26])[CH2:21][CH2:22][CH2:23][CH2:24][CH2:25]2)[CH2:9][N:11]2[CH2:16][CH2:15][NH:14][CH2:13][CH2:12]2)[CH:5]=[CH:6][CH:7]=1. The yield is 0.990. (2) The reactants are [Cl:1][C:2]1[CH:3]=[C:4]([C:8]#[CH:9])[CH:5]=[CH:6][CH:7]=1.[CH2:10]([O:12][C:13]([N:15]1[CH2:20][CH2:19][NH:18][CH2:17][CH2:16]1)=[O:14])[CH3:11].[CH:21](=O)[CH2:22][CH3:23]. The catalyst is [Au](Br)(Br)Br. The product is [CH2:10]([O:12][C:13]([N:15]1[CH2:16][CH2:17][N:18]([CH:21]([CH2:22][CH3:23])[C:9]#[C:8][C:4]2[CH:5]=[CH:6][CH:7]=[C:2]([Cl:1])[CH:3]=2)[CH2:19][CH2:20]1)=[O:14])[CH3:11]. The yield is 0.340. (3) The reactants are [I:1][C:2]1[CH:3]=[C:4]([N:8]2[C:16]3[C:11](=[CH:12][C:13]([O:17][CH3:18])=[CH:14][CH:15]=3)[C:10]([C:19]([O:21]C)=O)=[N:9]2)[CH:5]=[CH:6][CH:7]=1.[NH3:23]. No catalyst specified. The product is [I:1][C:2]1[CH:3]=[C:4]([N:8]2[C:16]3[C:11](=[CH:12][C:13]([O:17][CH3:18])=[CH:14][CH:15]=3)[C:10]([C:19]([NH2:23])=[O:21])=[N:9]2)[CH:5]=[CH:6][CH:7]=1. The yield is 0.960. (4) The catalyst is C(Cl)Cl. The product is [F:49][C:48]([F:51])([F:50])[C:46]([OH:52])=[O:47].[NH2:8][C@@H:9]([CH2:35][C:36]1[CH:41]=[CH:40][C:39]([C:42]([F:43])([F:45])[F:44])=[CH:38][CH:37]=1)[CH2:10][NH:11][C:19]1[S:20][C:21]([C:24]2[CH:25]=[C:26]3[C:31](=[CH:32][CH:33]=2)[CH:30]=[N:29][C:28]([F:34])=[CH:27]3)=[CH:22][N:23]=1. The yield is 0.990. The reactants are C(OC([NH:8][C@@H:9]([CH2:35][C:36]1[CH:41]=[CH:40][C:39]([C:42]([F:45])([F:44])[F:43])=[CH:38][CH:37]=1)[CH2:10][N:11]([C:19]1[S:20][C:21]([C:24]2[CH:25]=[C:26]3[C:31](=[CH:32][CH:33]=2)[CH:30]=[N:29][C:28]([F:34])=[CH:27]3)=[CH:22][N:23]=1)C(=O)OC(C)(C)C)=O)(C)(C)C.[C:46]([OH:52])([C:48]([F:51])([F:50])[F:49])=[O:47]. (5) The yield is 0.890. The reactants are [F:1][C:2]1[CH:7]=[C:6]([C:8]([F:11])([F:10])[F:9])[CH:5]=[CH:4][C:3]=1[C:12](Cl)=[O:13].[NH2:15][C:16]1[N:21]=[CH:20][N:19]=[C:18]2[N:22]([CH:34]3[CH2:39][CH2:38][N:37]([C:40]([O:42][C:43]([CH3:46])([CH3:45])[CH3:44])=[O:41])[CH2:36][CH2:35]3)[N:23]=[C:24]([C:25]3[CH:30]=[CH:29][C:28]([NH2:31])=[C:27]([O:32][CH3:33])[CH:26]=3)[C:17]=12. The product is [NH2:15][C:16]1[N:21]=[CH:20][N:19]=[C:18]2[N:22]([CH:34]3[CH2:35][CH2:36][N:37]([C:40]([O:42][C:43]([CH3:46])([CH3:45])[CH3:44])=[O:41])[CH2:38][CH2:39]3)[N:23]=[C:24]([C:25]3[CH:30]=[CH:29][C:28]([NH:31][C:12](=[O:13])[C:3]4[CH:4]=[CH:5][C:6]([C:8]([F:11])([F:10])[F:9])=[CH:7][C:2]=4[F:1])=[C:27]([O:32][CH3:33])[CH:26]=3)[C:17]=12. The catalyst is ClCCl.N1C=CC=CC=1. (6) The reactants are [Br:1][C:2]1[CH:13]=[N:12][C:5]2[NH:6][C:7](=[O:11])[CH2:8][NH:9][CH2:10][C:4]=2[CH:3]=1.CCN(CC)CC.[C:21](Cl)([O:23][CH2:24][C:25]1[CH:30]=[CH:29][CH:28]=[CH:27][CH:26]=1)=[O:22]. The catalyst is C(Cl)Cl. The product is [CH2:24]([O:23][C:21]([N:9]1[CH2:10][C:4]2[CH:3]=[C:2]([Br:1])[CH:13]=[N:12][C:5]=2[NH:6][C:7](=[O:11])[CH2:8]1)=[O:22])[C:25]1[CH:30]=[CH:29][CH:28]=[CH:27][CH:26]=1. The yield is 0.310.